Task: Predict the reactants needed to synthesize the given product.. Dataset: Full USPTO retrosynthesis dataset with 1.9M reactions from patents (1976-2016) Given the product [CH3:15][O:16][C:17]1[CH:22]=[CH:21][CH:20]=[CH:19][C:18]=1[C:2]1[C:11]([CH:12]=[O:13])=[CH:10][C:9]2[C:4](=[C:5]([CH3:14])[CH:6]=[CH:7][CH:8]=2)[N:3]=1, predict the reactants needed to synthesize it. The reactants are: Cl[C:2]1[C:11]([CH:12]=[O:13])=[CH:10][C:9]2[C:4](=[C:5]([CH3:14])[CH:6]=[CH:7][CH:8]=2)[N:3]=1.[CH3:15][O:16][C:17]1[CH:22]=[CH:21][CH:20]=[CH:19][C:18]=1B(O)O.C(=O)([O-])[O-].[Na+].[Na+].